Dataset: NCI-60 drug combinations with 297,098 pairs across 59 cell lines. Task: Regression. Given two drug SMILES strings and cell line genomic features, predict the synergy score measuring deviation from expected non-interaction effect. Drug 1: CC(CN1CC(=O)NC(=O)C1)N2CC(=O)NC(=O)C2. Drug 2: C1=CN(C(=O)N=C1N)C2C(C(C(O2)CO)O)O.Cl. Cell line: HT29. Synergy scores: CSS=61.1, Synergy_ZIP=-3.27, Synergy_Bliss=0.750, Synergy_Loewe=2.91, Synergy_HSA=6.00.